This data is from NCI-60 drug combinations with 297,098 pairs across 59 cell lines. The task is: Regression. Given two drug SMILES strings and cell line genomic features, predict the synergy score measuring deviation from expected non-interaction effect. (1) Drug 1: C1=CC(=CC=C1CCCC(=O)O)N(CCCl)CCCl. Drug 2: CCN(CC)CCCC(C)NC1=C2C=C(C=CC2=NC3=C1C=CC(=C3)Cl)OC. Cell line: SW-620. Synergy scores: CSS=59.0, Synergy_ZIP=5.09, Synergy_Bliss=3.03, Synergy_Loewe=1.77, Synergy_HSA=5.53. (2) Drug 1: CN(C)N=NC1=C(NC=N1)C(=O)N. Drug 2: CC1=C2C(C(=O)C3(C(CC4C(C3C(C(C2(C)C)(CC1OC(=O)C(C(C5=CC=CC=C5)NC(=O)OC(C)(C)C)O)O)OC(=O)C6=CC=CC=C6)(CO4)OC(=O)C)O)C)O. Cell line: OVCAR-4. Synergy scores: CSS=10.9, Synergy_ZIP=-7.95, Synergy_Bliss=-2.99, Synergy_Loewe=-27.8, Synergy_HSA=-3.38.